Dataset: Forward reaction prediction with 1.9M reactions from USPTO patents (1976-2016). Task: Predict the product of the given reaction. Given the reactants [NH2:1][C:2]1[CH:34]=[C:5]2[N:6]=[C:7]([CH3:33])[C:8]([C@H:22]([O:28][C:29]([CH3:32])([CH3:31])[CH3:30])[C:23]([O:25]CC)=[O:24])=[C:9]([C:10]3[C:11]([CH3:21])=[C:12]4[C:17](=[C:18]([F:20])[CH:19]=3)[O:16][CH2:15][CH2:14][CH2:13]4)[N:4]2[N:3]=1.[OH-].[Na+], predict the reaction product. The product is: [NH2:1][C:2]1[CH:34]=[C:5]2[N:6]=[C:7]([CH3:33])[C:8]([C@H:22]([O:28][C:29]([CH3:30])([CH3:31])[CH3:32])[C:23]([OH:25])=[O:24])=[C:9]([C:10]3[C:11]([CH3:21])=[C:12]4[C:17](=[C:18]([F:20])[CH:19]=3)[O:16][CH2:15][CH2:14][CH2:13]4)[N:4]2[N:3]=1.